Dataset: Forward reaction prediction with 1.9M reactions from USPTO patents (1976-2016). Task: Predict the product of the given reaction. Given the reactants Br[CH2:2][C:3]([CH:5]1[CH2:7][CH2:6]1)=[O:4].[C:8]1([NH:14][C:15]([NH:17][C:18](=N)[NH2:19])=[S:16])[CH:13]=[CH:12][CH:11]=[CH:10][CH:9]=1.BrBr, predict the reaction product. The product is: [NH2:19][C:18]1[N:17]=[C:15]([NH:14][C:8]2[CH:13]=[CH:12][CH:11]=[CH:10][CH:9]=2)[S:16][C:2]=1[C:3]([CH:5]1[CH2:7][CH2:6]1)=[O:4].